This data is from Full USPTO retrosynthesis dataset with 1.9M reactions from patents (1976-2016). The task is: Predict the reactants needed to synthesize the given product. Given the product [ClH:1].[ClH:23].[Cl:1][C:2]1[C:6]([NH:7][CH2:15][CH3:16])=[CH:5][N:4]([C:17]2[CH:18]=[N:19][CH:20]=[CH:21][CH:22]=2)[N:3]=1, predict the reactants needed to synthesize it. The reactants are: [Cl:1][C:2]1[C:6]([N:7]([CH2:15][CH3:16])C(=O)OC(C)(C)C)=[CH:5][N:4]([C:17]2[CH:18]=[N:19][CH:20]=[CH:21][CH:22]=2)[N:3]=1.[ClH:23].